Dataset: Reaction yield outcomes from USPTO patents with 853,638 reactions. Task: Predict the reaction yield, written as a fraction of the theoretical maximum amount of product (1.0 means a 100% yield; for example, 0.34 means a 34% yield). (1) The reactants are C[O:2][C:3]([C:5]1[C:6]([C:16]2[C:21]([F:22])=[CH:20][CH:19]=[CH:18][C:17]=2[F:23])=[N:7][O:8][C:9]=1[CH2:10][CH2:11][CH2:12][CH2:13][CH2:14][CH3:15])=[O:4].[OH-].[Na+].Cl. The catalyst is CO. The product is [C:3]([C:5]1[C:6]([C:16]2[C:21]([F:22])=[CH:20][CH:19]=[CH:18][C:17]=2[F:23])=[N:7][O:8][C:9]=1[CH2:10][CH2:11][CH2:12][CH2:13][CH2:14][CH3:15])([OH:4])=[O:2]. The yield is 0.720. (2) The reactants are [CH3:1][N:2]1[CH:6]=[CH:5][CH:4]=[N:3]1.CN(C)CCN(C)C.C([Li])CCC.[C:20]1(=[O:26])[CH2:25][CH2:24][CH2:23][CH2:22][CH2:21]1. The catalyst is C1COCC1.O. The product is [CH3:1][N:2]1[C:6]([C:20]2([OH:26])[CH2:25][CH2:24][CH2:23][CH2:22][CH2:21]2)=[CH:5][CH:4]=[N:3]1. The yield is 0.860. (3) No catalyst specified. The yield is 0.530. The product is [C:33]([O:32][C:30]([NH:29][CH:5]([CH2:6][C:7]1[C:15]2[C:10](=[CH:11][C:12]([C:16]3[CH:17]=[CH:18][C:19]([O:22][C:23]4[CH:28]=[CH:27][CH:26]=[CH:25][CH:24]=4)=[CH:20][CH:21]=3)=[CH:13][CH:14]=2)[NH:9][CH:8]=1)[C:4]([OH:37])=[O:3])=[O:31])([CH3:36])([CH3:34])[CH3:35]. The reactants are C([O:3][C:4](=[O:37])[CH:5]([NH:29][C:30]([O:32][C:33]([CH3:36])([CH3:35])[CH3:34])=[O:31])[CH2:6][C:7]1[C:15]2[C:10](=[CH:11][C:12]([C:16]3[CH:21]=[CH:20][C:19]([O:22][C:23]4[CH:28]=[CH:27][CH:26]=[CH:25][CH:24]=4)=[CH:18][CH:17]=3)=[CH:13][CH:14]=2)[NH:9][CH:8]=1)C.[OH-].[Na+].